This data is from Forward reaction prediction with 1.9M reactions from USPTO patents (1976-2016). The task is: Predict the product of the given reaction. (1) Given the reactants CC1(C)[O:6][C@@H:5]([CH2:7][O:8][NH:9][C:10](=[O:29])[C:11]2[CH:16]=[CH:15][C:14]([F:17])=[C:13]([F:18])[C:12]=2[NH:19][C:20]2[CH:25]=[CH:24][C:23]([CH2:26][CH3:27])=[CH:22][C:21]=2[F:28])[CH2:4][O:3]1.C1(C)C=CC(S(O)(=O)=O)=CC=1, predict the reaction product. The product is: [OH:6][C@H:5]([CH2:4][OH:3])[CH2:7][O:8][NH:9][C:10](=[O:29])[C:11]1[CH:16]=[CH:15][C:14]([F:17])=[C:13]([F:18])[C:12]=1[NH:19][C:20]1[CH:25]=[CH:24][C:23]([CH2:26][CH3:27])=[CH:22][C:21]=1[F:28]. (2) Given the reactants [Br:1][C:2]1[N:7]=[C:6]([CH2:8][OH:9])[CH:5]=[N:4][C:3]=1[C:10]1[CH:15]=[C:14]([O:16][CH3:17])[CH:13]=[CH:12][C:11]=1[F:18].[CH:19]1([C@@H:22]([C:29]2[CH:34]=[CH:33][CH:32]=[C:31](O)[CH:30]=2)[CH2:23][C:24]([O:26][CH2:27][CH3:28])=[O:25])[CH2:21][CH2:20]1.C1C=CC(P(C2C=CC=CC=2)C2C=CC=CC=2)=CC=1.CCOC(/N=N/C(OCC)=O)=O, predict the reaction product. The product is: [Br:1][C:2]1[N:7]=[C:6]([CH2:8][O:9][C:33]2[CH:34]=[C:29]([C@H:22]([CH:19]3[CH2:20][CH2:21]3)[CH2:23][C:24]([O:26][CH2:27][CH3:28])=[O:25])[CH:30]=[CH:31][CH:32]=2)[CH:5]=[N:4][C:3]=1[C:10]1[CH:15]=[C:14]([O:16][CH3:17])[CH:13]=[CH:12][C:11]=1[F:18]. (3) Given the reactants Cl.[Cl:2][C:3]1[CH:4]=[C:5]([O:14][CH:15]2[CH2:20][CH2:19][NH:18][CH2:17][CH2:16]2)[C:6]([CH3:13])=[C:7]([CH:12]=1)[C:8]([O:10][CH3:11])=[O:9].C=O.[C:23](O[BH-](OC(=O)C)OC(=O)C)(=O)C.[Na+], predict the reaction product. The product is: [Cl:2][C:3]1[CH:4]=[C:5]([O:14][CH:15]2[CH2:20][CH2:19][N:18]([CH3:23])[CH2:17][CH2:16]2)[C:6]([CH3:13])=[C:7]([CH:12]=1)[C:8]([O:10][CH3:11])=[O:9]. (4) Given the reactants [C:1]1([CH2:7][CH2:8][CH2:9][C:10]2[O:14][N:13]=[C:12]([C:15]([OH:17])=O)[CH:11]=2)[CH:6]=[CH:5][CH:4]=[CH:3][CH:2]=1.Cl.[O:19]1[CH2:23][CH2:22][CH:21]([CH2:24][NH2:25])[CH2:20]1.C(N(CC)CC)C.ON1C2C=CC=CC=2N=N1.Cl.C(N=C=NCCCN(C)C)C, predict the reaction product. The product is: [O:19]1[CH2:23][CH2:22][CH:21]([CH2:24][NH:25][C:15]([C:12]2[CH:11]=[C:10]([CH2:9][CH2:8][CH2:7][C:1]3[CH:2]=[CH:3][CH:4]=[CH:5][CH:6]=3)[O:14][N:13]=2)=[O:17])[CH2:20]1. (5) Given the reactants ClC(OC(Cl)C)=O.C([N:15]1[CH2:20][C@H:19]([C:21]([F:24])([F:23])[F:22])[O:18][C@H:17]([CH3:25])[CH2:16]1)C1C=CC=CC=1.C(N(CC)C(C)C)(C)C.C([O-])([O-])=O.[K+].[K+].F[C:42]1[CH:49]=[CH:48][C:47]([N+:50]([O-:52])=[O:51])=[CH:46][C:43]=1[CH:44]=[O:45].CN(C)CCNC, predict the reaction product. The product is: [CH3:25][C@H:17]1[O:18][C@@H:19]([C:21]([F:23])([F:22])[F:24])[CH2:20][N:15]([C:42]2[CH:49]=[CH:48][C:47]([N+:50]([O-:52])=[O:51])=[CH:46][C:43]=2[CH:44]=[O:45])[CH2:16]1. (6) Given the reactants [Cl:1][C:2]1[CH:7]=[CH:6][C:5]([N:8]2[C:12](=[O:13])[CH:11]=[CH:10][C:9]2=[O:14])=[CH:4][C:3]=1[N+:15]([O-])=O.[H][H], predict the reaction product. The product is: [NH2:15][C:3]1[CH:4]=[C:5]([N:8]2[C:9](=[O:14])[CH2:10][CH2:11][C:12]2=[O:13])[CH:6]=[CH:7][C:2]=1[Cl:1].